This data is from Reaction yield outcomes from USPTO patents with 853,638 reactions. The task is: Predict the reaction yield, written as a fraction of the theoretical maximum amount of product (1.0 means a 100% yield; for example, 0.34 means a 34% yield). (1) The reactants are Br[CH2:2][CH:3]1[CH:5]([CH3:6])[O:4]1.[C:7]1([CH:13]([C:15]2[CH:20]=[CH:19][CH:18]=[CH:17][CH:16]=2)[NH2:14])[CH:12]=[CH:11][CH:10]=[CH:9][CH:8]=1. The catalyst is CO. The product is [CH:13]([N:14]1[CH2:2][CH:3]([OH:4])[CH:5]1[CH3:6])([C:15]1[CH:16]=[CH:17][CH:18]=[CH:19][CH:20]=1)[C:7]1[CH:12]=[CH:11][CH:10]=[CH:9][CH:8]=1. The yield is 0.350. (2) The reactants are Br[C:2]1[N:7]=[C:6]([C:8]([N:10]([CH3:12])[CH3:11])=[O:9])[C:5](=[O:13])[N:4]([C:14]2[CH:19]=[CH:18][CH:17]=[C:16]([C:20]([F:23])([F:22])[F:21])[CH:15]=2)[C:3]=1[CH3:24].[CH2:25]([O:27][CH:28]([O:31][CH2:32][CH3:33])[C:29]#[CH:30])[CH3:26].CCN(CC)CC. The catalyst is C1COCC1.[Cu]I. The product is [CH2:25]([O:27][CH:28]([O:31][CH2:32][CH3:33])[C:29]#[C:30][C:2]1[N:7]=[C:6]([C:8]([N:10]([CH3:12])[CH3:11])=[O:9])[C:5](=[O:13])[N:4]([C:14]2[CH:19]=[CH:18][CH:17]=[C:16]([C:20]([F:23])([F:22])[F:21])[CH:15]=2)[C:3]=1[CH3:24])[CH3:26]. The yield is 0.250. (3) The yield is 0.710. The catalyst is C(Cl)Cl.CO.C(N(CC)CC)C.[Pd]. The product is [CH3:18][O:17][C:14]1[CH:13]=[CH:12][C:11]([C:9]2[CH:10]=[C:6]3[N:5]=[C:4]([C:19]([O:21][CH2:22][CH3:23])=[O:20])[CH:3]=[CH:2][N:7]3[N:8]=2)=[CH:16][CH:15]=1. The reactants are Cl[C:2]1[N:7]2[N:8]=[C:9]([C:11]3[CH:16]=[CH:15][C:14]([O:17][CH3:18])=[CH:13][CH:12]=3)[CH:10]=[C:6]2[N:5]=[C:4]([C:19]([O:21][CH2:22][CH3:23])=[O:20])[CH:3]=1.[H][H]. (4) The reactants are [OH:1][C:2]1[CH:7]=[CH:6][C:5]([SH:8])=[CH:4][CH:3]=1.[OH2:9]. The catalyst is CS(C)=O.C(OCC)C. The product is [S:8]([C:5]1[CH:6]=[CH:7][C:2]([OH:1])=[CH:3][CH:4]=1)[S:8][C:5]1[CH:6]=[CH:7][C:2]([OH:9])=[CH:3][CH:4]=1. The yield is 0.960. (5) The reactants are Cl[CH2:2][CH2:3][O:4][C:5](=[O:30])[NH:6][C:7]1[CH:12]=[CH:11][C:10]([C:13]2[N:14]([CH2:28][CH3:29])[C:15]3[C:20]([C:21]=2[C:22]#[N:23])=[CH:19][CH:18]=[C:17]([O:24][CH:25]([CH3:27])[CH3:26])[CH:16]=3)=[CH:9][CH:8]=1.C([O-])([O-])=O.[K+].[K+].O. The product is [CH2:28]([N:14]1[C:15]2[C:20](=[CH:19][CH:18]=[C:17]([O:24][CH:25]([CH3:27])[CH3:26])[CH:16]=2)[C:21]([C:22]#[N:23])=[C:13]1[C:10]1[CH:11]=[CH:12][C:7]([N:6]2[CH2:2][CH2:3][O:4][C:5]2=[O:30])=[CH:8][CH:9]=1)[CH3:29]. The catalyst is CN(C=O)C. The yield is 0.810. (6) The reactants are N[C:2]1[N:7]=[C:6]([NH:8][C:9]2[CH:10]=[C:11]3[C:16](=[CH:17][CH:18]=2)[N:15]=[C:14]([CH3:19])[CH:13]=[C:12]3[NH2:20])[N:5]=[C:4]([S:21][CH3:22])[N:3]=1.[CH3:23][N:24]([CH3:28])[CH2:25][CH2:26][OH:27]. The catalyst is CO. The yield is 0.900. The product is [CH3:23][N:24]([CH3:28])[CH2:25][CH2:26][O:27][C:2]1[N:7]=[C:6]([NH:8][C:9]2[CH:10]=[C:11]3[C:16](=[CH:17][CH:18]=2)[N:15]=[C:14]([CH3:19])[CH:13]=[C:12]3[NH2:20])[N:5]=[C:4]([S:21][CH3:22])[N:3]=1. (7) The reactants are [NH2:1][C:2]1[C:7]([OH:8])=[CH:6][C:5]([Br:9])=[CH:4][N:3]=1.[F-].[K+].Br[C:13]([CH3:24])([C:19](OCC)=[O:20])[C:14]([O:16][CH2:17][CH3:18])=[O:15]. The catalyst is CN(C=O)C. The product is [Br:9][C:5]1[CH:4]=[N:3][C:2]2[NH:1][C:19](=[O:20])[C:13]([CH3:24])([C:14]([O:16][CH2:17][CH3:18])=[O:15])[O:8][C:7]=2[CH:6]=1. The yield is 0.600.